This data is from Forward reaction prediction with 1.9M reactions from USPTO patents (1976-2016). The task is: Predict the product of the given reaction. (1) Given the reactants Cl.[Cl:2][C:3]1[CH:8]=[CH:7][CH:6]=[CH:5][C:4]=1[CH:9]([N:13]1[CH2:18][CH2:17][N:16]([CH3:19])[CH2:15][CH2:14]1)[C:10]([OH:12])=[O:11].BrC(C1C=CC=CC=1[F:31])C(O)=O, predict the reaction product. The product is: [ClH:2].[F:31][C:3]1[CH:8]=[CH:7][CH:6]=[CH:5][C:4]=1[CH:9]([N:13]1[CH2:18][CH2:17][N:16]([CH3:19])[CH2:15][CH2:14]1)[C:10]([OH:12])=[O:11]. (2) The product is: [Br:11][C:12]1[CH:17]=[CH:16][C:15]([C@@:18]2([CH3:37])[C:22](=[O:23])[N:21]([C@@H:24]([CH2:32][CH:33]([CH3:34])[CH3:35])[C:25]([O:27][C:28]([CH3:29])([CH3:30])[CH3:31])=[O:26])[C:20](=[O:36])[N:19]2[CH2:1][C:2]2[CH:7]=[CH:6][CH:5]=[CH:4][CH:3]=2)=[CH:14][CH:13]=1. Given the reactants [CH2:1](Br)[C:2]1[CH:7]=[CH:6][CH:5]=[CH:4][CH:3]=1.[H-].[Na+].[Br:11][C:12]1[CH:17]=[CH:16][C:15]([C@@:18]2([CH3:37])[C:22](=[O:23])[N:21]([C@@H:24]([CH2:32][CH:33]([CH3:35])[CH3:34])[C:25]([O:27][C:28]([CH3:31])([CH3:30])[CH3:29])=[O:26])[C:20](=[O:36])[NH:19]2)=[CH:14][CH:13]=1, predict the reaction product. (3) Given the reactants [C:1]([O:5][C:6](=[O:37])[NH:7][C@H:8]([CH2:24][NH:25][C:26]([C:28]1[C:33]([NH2:34])=[N:32][C:31]([NH2:35])=[C:30]([Cl:36])[N:29]=1)=[O:27])[CH2:9][CH2:10][CH2:11][CH2:12][NH:13]C(OCC1C=CC=CC=1)=O)([CH3:4])([CH3:3])[CH3:2].N#N.[H][H], predict the reaction product. The product is: [C:1]([O:5][C:6](=[O:37])[NH:7][C@H:8]([CH2:24][NH:25][C:26]([C:28]1[C:33]([NH2:34])=[N:32][C:31]([NH2:35])=[C:30]([Cl:36])[N:29]=1)=[O:27])[CH2:9][CH2:10][CH2:11][CH2:12][NH2:13])([CH3:4])([CH3:2])[CH3:3]. (4) Given the reactants CC(OI1(OC(C)=O)(OC(C)=O)OC(=O)C2C=CC=CC1=2)=O.[CH3:23][O:24][C:25](=[O:38])[C@H:26]([C@@H:35]([CH3:37])[OH:36])[NH:27][C:28]([O:30][C:31]([CH3:34])([CH3:33])[CH3:32])=[O:29], predict the reaction product. The product is: [C:31]([O:30][C:28]([NH:27][C@@H:26]([C:35](=[O:36])[CH3:37])[C:25]([O:24][CH3:23])=[O:38])=[O:29])([CH3:34])([CH3:32])[CH3:33]. (5) Given the reactants Cl.[Cl:2][C:3]1[C:4]([N:9]2[CH2:14][CH2:13][NH:12][CH2:11][CH2:10]2)=[N:5][CH:6]=[CH:7][CH:8]=1.O=[CH:16][CH2:17][C@H:18]1[CH2:23][CH2:22][C@H:21]([NH:24][C:25](=[O:27])[CH3:26])[CH2:20][CH2:19]1.CCN(CC)CC.C([O-])(O)=O.[Na+], predict the reaction product. The product is: [Cl:2][C:3]1[C:4]([N:9]2[CH2:10][CH2:11][N:12]([CH2:16][CH2:17][C@H:18]3[CH2:23][CH2:22][C@H:21]([NH:24][C:25](=[O:27])[CH3:26])[CH2:20][CH2:19]3)[CH2:13][CH2:14]2)=[N:5][CH:6]=[CH:7][CH:8]=1. (6) The product is: [F:26][C:20]1[C:21]([F:25])=[CH:22][CH:23]=[CH:24][C:19]=1[CH2:18][NH:17][C:15](=[O:16])[N:14]([C@@H:10]([CH2:11][CH:12]=[CH2:13])[CH2:9][OH:8])[CH3:27]. Given the reactants [Si]([O:8][CH2:9][C@@H:10]([N:14]([CH3:27])[C:15]([NH:17][CH2:18][C:19]1[CH:24]=[CH:23][CH:22]=[C:21]([F:25])[C:20]=1[F:26])=[O:16])[CH2:11][CH:12]=[CH2:13])(C(C)(C)C)(C)C.Cl, predict the reaction product. (7) Given the reactants [CH2:1]([N:3]1[CH2:8][CH2:7]C[CH:5]([CH2:9][CH2:10][N:11]2[C:19]([O:20][CH3:21])=[N:18][C:17]3[C:12]2=[N:13][C:14]([O:23][C@@H:24]([CH3:28])[CH2:25][CH2:26][CH3:27])=[N:15][C:16]=3[NH2:22])[CH2:4]1)[CH3:2].C[C@H](OC1N=C2C(N=C(OC)N2CC2CCNCC2)=C(N)N=1)CCC.ICC, predict the reaction product. The product is: [CH2:1]([N:3]1[CH2:4][CH2:5][CH:9]([CH2:10][N:11]2[C:19]([O:20][CH3:21])=[N:18][C:17]3[C:12]2=[N:13][C:14]([O:23][C@@H:24]([CH3:28])[CH2:25][CH2:26][CH3:27])=[N:15][C:16]=3[NH2:22])[CH2:7][CH2:8]1)[CH3:2].